From a dataset of Forward reaction prediction with 1.9M reactions from USPTO patents (1976-2016). Predict the product of the given reaction. (1) Given the reactants [N+:1]([C:4]1[CH:10]=[CH:9][C:7]([NH2:8])=[CH:6][C:5]=1[C:11]([F:14])([F:13])[F:12])([O-:3])=[O:2].[CH3:15][C:16]([CH3:21])([CH3:20])[C:17](Cl)=[O:18], predict the reaction product. The product is: [N+:1]([C:4]1[CH:10]=[CH:9][C:7]([NH:8][C:17](=[O:18])[C:16]([CH3:21])([CH3:20])[CH3:15])=[CH:6][C:5]=1[C:11]([F:12])([F:13])[F:14])([O-:3])=[O:2]. (2) The product is: [CH2:15]([N:11]1[C:12]2[C:7](=[C:6]([OH:33])[C:5]([C:3]([NH:34][CH2:35][CH2:36][C:37]([OH:39])=[O:38])=[O:4])=[N:14][CH:13]=2)[CH:8]=[C:9]([C:23]2[CH:28]=[CH:27][C:26]([C:29]([F:31])([F:32])[F:30])=[CH:25][CH:24]=2)[C:10]1=[O:22])[C:16]1[CH:21]=[CH:20][CH:19]=[CH:18][CH:17]=1. Given the reactants CO[C:3]([C:5]1[C:6]([OH:33])=[C:7]2[C:12](=[CH:13][N:14]=1)[N:11]([CH2:15][C:16]1[CH:21]=[CH:20][CH:19]=[CH:18][CH:17]=1)[C:10](=[O:22])[C:9]([C:23]1[CH:28]=[CH:27][C:26]([C:29]([F:32])([F:31])[F:30])=[CH:25][CH:24]=1)=[CH:8]2)=[O:4].[NH2:34][CH2:35][CH2:36][C:37]([OH:39])=[O:38].C[O-].[Na+], predict the reaction product.